This data is from Full USPTO retrosynthesis dataset with 1.9M reactions from patents (1976-2016). The task is: Predict the reactants needed to synthesize the given product. (1) Given the product [CH:20]1([C:23]2[CH:24]=[C:25]([CH3:35])[C:26]([N:29]3[CH2:30][CH2:31][N:32]([C:11]([C:10]4[CH:14]=[CH:15][C:7]([N:3]5[CH2:4][CH2:5][CH2:6][S:2]5(=[O:1])=[O:18])=[CH:8][C:9]=4[O:16][CH3:17])=[O:13])[CH2:33][CH2:34]3)=[N:27][CH:28]=2)[CH2:22][CH2:21]1, predict the reactants needed to synthesize it. The reactants are: [O:1]=[S:2]1(=[O:18])[CH2:6][CH2:5][CH2:4][N:3]1[C:7]1[CH:15]=[CH:14][C:10]([C:11]([OH:13])=O)=[C:9]([O:16][CH3:17])[CH:8]=1.Cl.[CH:20]1([C:23]2[CH:24]=[C:25]([CH3:35])[C:26]([N:29]3[CH2:34][CH2:33][NH:32][CH2:31][CH2:30]3)=[N:27][CH:28]=2)[CH2:22][CH2:21]1. (2) Given the product [CH:2]([C:3]1[CH:4]=[CH:5][C:6]([NH:9][C:10]([C:12]2[O:16][N:15]=[C:14]([C:17]3[CH:22]=[CH:21][CH:20]=[CH:19][CH:18]=3)[CH:13]=2)=[O:11])=[CH:7][CH:8]=1)=[O:1], predict the reactants needed to synthesize it. The reactants are: [OH:1][CH2:2][C:3]1[CH:8]=[CH:7][C:6]([NH:9][C:10]([C:12]2[O:16][N:15]=[C:14]([C:17]3[CH:22]=[CH:21][CH:20]=[CH:19][CH:18]=3)[CH:13]=2)=[O:11])=[CH:5][CH:4]=1.[Mn]([O-])([O-])(=O)=O.[Ba+2]. (3) Given the product [C:35]([O:39][C:40]([N:4]1[C@H:5]([C:6]2[CH:11]=[CH:10][CH:9]=[CH:8][CH:7]=2)[C@H:2]([O:1][SiH2:33][CH:26]([C:27]2[CH:32]=[CH:31][CH:30]=[CH:29][CH:28]=2)[C:20]2[CH:25]=[CH:24][CH:23]=[CH:22][CH:21]=2)[C:3]1=[O:12])=[O:41])([CH3:38])([CH3:37])[CH3:36], predict the reactants needed to synthesize it. The reactants are: [OH:1][C@H:2]1[C@@H:5]([C:6]2[CH:11]=[CH:10][CH:9]=[CH:8][CH:7]=2)[NH:4][C:3]1=[O:12].C(N(CC)CC)C.[C:20]1([CH:26]([SiH2:33]Cl)[C:27]2[CH:32]=[CH:31][CH:30]=[CH:29][CH:28]=2)[CH:25]=[CH:24][CH:23]=[CH:22][CH:21]=1.[C:35]([O:39][C:40](O[C:40]([O:39][C:35]([CH3:38])([CH3:37])[CH3:36])=[O:41])=[O:41])([CH3:38])([CH3:37])[CH3:36]. (4) Given the product [F:1][C:2]1[CH:7]=[CH:6][CH:5]=[C:4]([F:8])[C:3]=1[CH2:9][CH2:10][C:11]1[CH:12]=[C:13]([CH:17]=[C:18]([O:20][C@@H:21]([CH3:25])[CH2:22][O:23][CH3:24])[CH:19]=1)[C:14]([OH:16])=[O:15], predict the reactants needed to synthesize it. The reactants are: [F:1][C:2]1[CH:7]=[CH:6][CH:5]=[C:4]([F:8])[C:3]=1/[CH:9]=[CH:10]/[C:11]1[CH:12]=[C:13]([CH:17]=[C:18]([O:20][C@@H:21]([CH3:25])[CH2:22][O:23][CH3:24])[CH:19]=1)[C:14]([OH:16])=[O:15].[H][H]. (5) Given the product [C:49]1([S:55][C:24]2[CH:25]=[CH:26][CH:27]=[CH:28][CH:29]=2)[CH:54]=[CH:53][CH:52]=[CH:51][CH:50]=1, predict the reactants needed to synthesize it. The reactants are: CC(C)([O-])C.[Na+].CC1(C)P([C:24]2[CH:29]=[CH:28][CH:27]=[CH:26][C:25]=2[C:24]2[C:29](C(C)C)=[CH:28][C:27](C(C)C)=[CH:26][C:25]=2C(C)C)C(C)(C)CC2(OCCO2)C1.BrC1C=CC=CC=1.[C:49]1([SH:55])[CH:54]=[CH:53][CH:52]=[CH:51][CH:50]=1. (6) Given the product [CH3:22][C:13]1[C:14]([C:18]([F:21])([F:20])[F:19])=[CH:15][CH:16]=[CH:17][C:12]=1[CH2:11][N:8]1[C:6]2=[N:7][C:2]([N:25]3[CH2:30][CH2:29][O:28][CH2:27][CH2:26]3)=[CH:3][C:4]([OH:23])=[C:5]2[N:10]=[CH:9]1, predict the reactants needed to synthesize it. The reactants are: Cl[C:2]1[N:7]=[C:6]2[N:8]([CH2:11][C:12]3[CH:17]=[CH:16][CH:15]=[C:14]([C:18]([F:21])([F:20])[F:19])[C:13]=3[CH3:22])[CH:9]=[N:10][C:5]2=[C:4]([O:23]C)[CH:3]=1.[NH:25]1[CH2:30][CH2:29][O:28][CH2:27][CH2:26]1. (7) Given the product [F:20][C:12]([F:21])([C:13]1[CH:18]=[CH:17][C:16]([F:19])=[CH:15][CH:14]=1)[C:4]1[N:3]=[C:2]([NH:39][C:36]2[CH:35]=[C:34]([CH3:33])[NH:38][N:37]=2)[C:11]2[C:6](=[CH:7][CH:8]=[CH:9][CH:10]=2)[N:5]=1, predict the reactants needed to synthesize it. The reactants are: Cl[C:2]1[C:11]2[C:6](=[CH:7][CH:8]=[CH:9][CH:10]=2)[N:5]=[C:4]([C:12]([F:21])([F:20])[C:13]2[CH:18]=[CH:17][C:16]([F:19])=[CH:15][CH:14]=2)[N:3]=1.[I-].[K+].CCN(C(C)C)C(C)C.[CH3:33][C:34]1[NH:38][N:37]=[C:36]([NH2:39])[CH:35]=1. (8) Given the product [O:29]1[CH2:30][CH:24]([N:8]2[C:4]3=[N:5][CH:6]=[N:7][C:2]([NH2:1])=[C:3]3[C:10]([C:11]3[CH:12]=[CH:13][C:14]([O:17][C:18]4[CH:23]=[CH:22][CH:21]=[CH:20][CH:19]=4)=[CH:15][CH:16]=3)=[N:9]2)[CH2:25][NH:26][CH2:27][CH2:28]1, predict the reactants needed to synthesize it. The reactants are: [NH2:1][C:2]1[N:7]=[CH:6][N:5]=[C:4]2[N:8]([CH:24]3[CH2:30][O:29][CH2:28][CH2:27][N:26](C(OC(C)(C)C)=O)[CH2:25]3)[N:9]=[C:10]([C:11]3[CH:16]=[CH:15][C:14]([O:17][C:18]4[CH:23]=[CH:22][CH:21]=[CH:20][CH:19]=4)=[CH:13][CH:12]=3)[C:3]=12.